From a dataset of Peptide-MHC class I binding affinity with 185,985 pairs from IEDB/IMGT. Regression. Given a peptide amino acid sequence and an MHC pseudo amino acid sequence, predict their binding affinity value. This is MHC class I binding data. The peptide sequence is NATDTWVTY. The MHC is HLA-B35:01 with pseudo-sequence HLA-B35:01. The binding affinity (normalized) is 0.719.